From a dataset of Experimentally validated miRNA-target interactions with 360,000+ pairs, plus equal number of negative samples. Binary Classification. Given a miRNA mature sequence and a target amino acid sequence, predict their likelihood of interaction. The miRNA is rno-miR-181d-3p with sequence CCACCGGGGGAUGAAUGUCA. The protein sequence of the target gene is MATVVVEATEPEPSGSIGNPAATTSPSLSHRFLDSKFYLLVVVGETVTEEHLRRAIGNIELGIRSWDTNLIECNLDQELKLFVSRHSARFSPEVPGQKILHHRSDVLETVVLINPSDEAVSTEVRLMITDAARHKLLVLTGQCFENTGELILQSGSFSFQNFIEIFTDQEIGELLSTTHPANKASLTLFCPEEGDWKNSNLDRHNLQDFINIKLNSASILPEMEGLSEFTEYLSESVEVPSPFDILEPPTSGGFLKLSKPCCYIFPGGRGDSALFAVNGFNMLINGGSERKSCFWKLIRH.... Result: 1 (interaction).